This data is from Forward reaction prediction with 1.9M reactions from USPTO patents (1976-2016). The task is: Predict the product of the given reaction. (1) Given the reactants Br[C:2]1[N:6]([CH3:7])[C:5]([CH3:8])=[N:4][CH:3]=1.[CH3:9][O:10][C:11]1[CH:17]=[C:16](B2OC(C)(C)C(C)(C)O2)[CH:15]=[CH:14][C:12]=1[NH2:13].[F-].[Cs+], predict the reaction product. The product is: [CH3:7][N:6]1[C:2]([C:16]2[CH:15]=[CH:14][C:12]([NH2:13])=[C:11]([O:10][CH3:9])[CH:17]=2)=[CH:3][N:4]=[C:5]1[CH3:8]. (2) Given the reactants [F:1][C:2]1[CH:27]=[CH:26][C:5]([C:6]([NH:8][C@@H:9]([CH2:22][CH2:23][CH:24]=O)[C:10]([N:12]2[CH2:17][CH2:16][N:15]([S:18]([CH3:21])(=[O:20])=[O:19])[CH2:14][CH2:13]2)=[O:11])=[O:7])=[CH:4][CH:3]=1.[F:28][C:29]1[CH:34]=[CH:33][C:32]([C@@H:35]2[CH2:37][C@H:36]2[NH2:38])=[CH:31][CH:30]=1.[BH-](OC(C)=O)(OC(C)=O)OC(C)=O.[Na+], predict the reaction product. The product is: [F:1][C:2]1[CH:3]=[CH:4][C:5]([C:6]([NH:8][C@@H:9]([CH2:22][CH2:23][CH2:24][NH:38][C@@H:36]2[CH2:37][C@H:35]2[C:32]2[CH:33]=[CH:34][C:29]([F:28])=[CH:30][CH:31]=2)[C:10]([N:12]2[CH2:17][CH2:16][N:15]([S:18]([CH3:21])(=[O:19])=[O:20])[CH2:14][CH2:13]2)=[O:11])=[O:7])=[CH:26][CH:27]=1. (3) Given the reactants [Cl:1][C:2]1[C:3]2[NH:10][CH:9]=[CH:8][C:4]=2[N:5]=[CH:6][N:7]=1.O1CCCC1.[Br:16]N1C(=O)CCC1=O, predict the reaction product. The product is: [Br:16][C:8]1[C:4]2[N:5]=[CH:6][N:7]=[C:2]([Cl:1])[C:3]=2[NH:10][CH:9]=1. (4) Given the reactants C(Cl)(=O)C(Cl)=O.CS(C)=O.[C:11]([O:15][C:16]([N:18]1[CH2:22][C@H:21]([O:23][Si:24]([C:27]([CH3:30])([CH3:29])[CH3:28])([CH3:26])[CH3:25])[CH2:20][C@H:19]1[CH2:31][OH:32])=[O:17])([CH3:14])([CH3:13])[CH3:12].CCN(CC)CC, predict the reaction product. The product is: [C:11]([O:15][C:16]([N:18]1[CH2:22][C@H:21]([O:23][Si:24]([C:27]([CH3:30])([CH3:29])[CH3:28])([CH3:26])[CH3:25])[CH2:20][C@H:19]1[CH:31]=[O:32])=[O:17])([CH3:14])([CH3:13])[CH3:12].